This data is from Reaction yield outcomes from USPTO patents with 853,638 reactions. The task is: Predict the reaction yield, written as a fraction of the theoretical maximum amount of product (1.0 means a 100% yield; for example, 0.34 means a 34% yield). (1) The reactants are CN(C(ON1N=NC2C=CC=NC1=2)=[N+](C)C)C.F[P-](F)(F)(F)(F)F.[Br:25][C:26]1[CH:31]=[CH:30][C:29]([C:32](=[O:50])[CH2:33][NH:34][C:35]([CH2:37][NH:38][CH2:39][C:40]([NH:42][CH:43]([CH:47]([CH3:49])[CH3:48])[C:44](O)=[O:45])=[O:41])=[O:36])=[CH:28][CH:27]=1.CN1CCOCC1. The catalyst is CN(C=O)C. The product is [Br:25][C:26]1[CH:31]=[CH:30][C:29]([C:32](=[O:50])[CH2:33][NH:34][C:35](=[O:36])[CH2:37][N:38]2[CH2:39][C:40](=[O:41])[NH:42][CH:43]([CH:47]([CH3:49])[CH3:48])[C:44]2=[O:45])=[CH:28][CH:27]=1. The yield is 0.600. (2) The product is [Br:1][C:2]1[CH:10]=[CH:9][CH:8]=[C:7]2[C:3]=1[CH2:4][C:5](=[N:13][OH:14])[C:6]2=[O:11]. The reactants are [Br:1][C:2]1[CH:10]=[CH:9][CH:8]=[C:7]2[C:3]=1[CH2:4][CH2:5][C:6]2=[O:11].Cl.[N:13](OCCC(C)C)=[O:14]. The catalyst is C(OCC)C. The yield is 0.620.